This data is from Reaction yield outcomes from USPTO patents with 853,638 reactions. The task is: Predict the reaction yield, written as a fraction of the theoretical maximum amount of product (1.0 means a 100% yield; for example, 0.34 means a 34% yield). (1) The reactants are C([O:3][C:4](=O)[C:5]1[CH:10]=[CH:9][C:8]([C:11]#[N:12])=[N:7][CH:6]=1)C.[BH4-].[Na+]. The catalyst is CO. The product is [OH:3][CH2:4][C:5]1[CH:6]=[N:7][C:8]([C:11]#[N:12])=[CH:9][CH:10]=1. The yield is 0.340. (2) The reactants are Br[CH2:2][C:3]1[C:12](=[O:13])[C:11]2[C:6](=[CH:7][CH:8]=[CH:9][CH:10]=2)[O:5][C:4]=1[C:14]1[CH:19]=[CH:18][C:17]([OH:20])=[CH:16][CH:15]=1.C([O-])(=[O:23])C.[Na+]. The catalyst is CC(O)=O. The product is [OH:23][CH2:2][C:3]1[C:12](=[O:13])[C:11]2[C:6](=[CH:7][CH:8]=[CH:9][CH:10]=2)[O:5][C:4]=1[C:14]1[CH:19]=[CH:18][C:17]([OH:20])=[CH:16][CH:15]=1. The yield is 0.626. (3) The reactants are [Br:1][C:2]1[CH:3]=[CH:4][C:5]([OH:11])=[C:6]([C:8](=[O:10])[CH3:9])[CH:7]=1.[O:12]1[CH2:17][CH2:16][CH2:15][CH:14]([CH:18]=O)[CH2:13]1.N1CCCC1. The catalyst is CO. The product is [Br:1][C:2]1[CH:7]=[C:6]2[C:5](=[CH:4][CH:3]=1)[O:11][CH:18]([CH:14]1[CH2:15][CH2:16][CH2:17][O:12][CH2:13]1)[CH2:9][C:8]2=[O:10]. The yield is 0.690.